From a dataset of Forward reaction prediction with 1.9M reactions from USPTO patents (1976-2016). Predict the product of the given reaction. (1) Given the reactants [CH3:1][O:2][C:3]1[CH:10]=[CH:9][C:8]([C:11]2[S:12][CH:13]=[CH:14][CH:15]=2)=[CH:7][C:4]=1[CH:5]=O.[OH:16][C:17]1[CH:22]=[CH:21][C:20]([C:23](=[O:25])[CH3:24])=[CH:19][C:18]=1[O:26][CH3:27].S(=O)(=O)(O)O.[Cl-].[Na+], predict the reaction product. The product is: [CH3:1][O:2][C:3]1[CH:10]=[CH:9][C:8]([C:11]2[S:12][CH:13]=[CH:14][CH:15]=2)=[CH:7][C:4]=1[CH:5]=[CH:24][C:23]([C:20]1[CH:21]=[CH:22][C:17]([OH:16])=[C:18]([O:26][CH3:27])[CH:19]=1)=[O:25]. (2) Given the reactants [C:1]([C:3]1[CH:8]=[CH:7][C:6]([S:9][CH3:10])=[CH:5][CH:4]=1)#[CH:2].[CH2:11]([O:13][C:14](=[O:18])/[CH:15]=[CH:16]\I)[CH3:12], predict the reaction product. The product is: [CH2:11]([O:13][C:14](=[O:18])[CH:15]=[CH:16][C:2]#[C:1][C:3]1[CH:8]=[CH:7][C:6]([S:9][CH3:10])=[CH:5][CH:4]=1)[CH3:12].